From a dataset of Forward reaction prediction with 1.9M reactions from USPTO patents (1976-2016). Predict the product of the given reaction. (1) Given the reactants Br[C:2]1[CH:7]=[CH:6][C:5]([OH:8])=[C:4]([O:9][CH3:10])[CH:3]=1.[CH3:11][S:12]([O-:14])=[O:13].[Na+].CNCCNC.C(OCC)(=O)C, predict the reaction product. The product is: [CH3:11][S:12]([C:2]1[CH:7]=[CH:6][C:5]([OH:8])=[C:4]([O:9][CH3:10])[CH:3]=1)(=[O:14])=[O:13]. (2) Given the reactants [Cl:1][C:2]1[N:7]=[C:6](Cl)[CH:5]=[C:4]([CH2:9][CH3:10])[N:3]=1.[NH2:11][C:12]1[CH:17]=[CH:16][CH:15]=[CH:14][N:13]=1.C(=O)([O-])[O-].[Cs+].[Cs+].CC1(C)C2C=CC=C(P(C3C=CC=CC=3)C3C=CC=CC=3)C=2OC2C1=CC=CC=2P(C1C=CC=CC=1)C1C=CC=CC=1, predict the reaction product. The product is: [Cl:1][C:2]1[N:7]=[C:6]([NH:11][C:12]2[CH:17]=[CH:16][CH:15]=[CH:14][N:13]=2)[CH:5]=[C:4]([CH2:9][CH3:10])[N:3]=1. (3) Given the reactants [Cl:1][C:2]1[CH:3]=[C:4]2[C:9](=[CH:10][CH:11]=1)[C@@:8]1([CH2:17][O:16][C:15]3[CH:18]=[CH:19][C:20]([C:22]([O:24]C)=[O:23])=[CH:21][C:14]=3[N:13]([CH2:26][C@@H:27]3[CH2:30][CH2:29][C@H:28]3[C@@H:31]([OH:34])[CH:32]=[CH2:33])[CH2:12]1)[CH2:7][CH2:6][CH2:5]2.CO.O.O[Li].O, predict the reaction product. The product is: [Cl:1][C:2]1[CH:3]=[C:4]2[C:9](=[CH:10][CH:11]=1)[C@@:8]1([CH2:17][O:16][C:15]3[CH:18]=[CH:19][C:20]([C:22]([OH:24])=[O:23])=[CH:21][C:14]=3[N:13]([CH2:26][C@@H:27]3[CH2:30][CH2:29][C@H:28]3[C@@H:31]([OH:34])[CH:32]=[CH2:33])[CH2:12]1)[CH2:7][CH2:6][CH2:5]2. (4) Given the reactants [CH3:1][N:2]1[C:6]([C:7]([O:9]C)=[O:8])=[C:5]([CH3:11])[CH:4]=[N:3]1.Cl, predict the reaction product. The product is: [CH3:1][N:2]1[C:6]([C:7]([OH:9])=[O:8])=[C:5]([CH3:11])[CH:4]=[N:3]1. (5) The product is: [CH:1]1([C:7]2[CH:8]=[CH:9][C:10]([C:11]([N:13]3[C:19]4[CH:20]=[CH:21][CH:22]=[CH:23][C:18]=4[CH2:17][N:16]4[C:33]([C:32]([N:51]5[CH2:52][CH2:53][N:48]([CH3:47])[CH2:49][CH2:50]5)=[O:36])=[CH:25][CH:26]=[C:15]4[CH2:14]3)=[O:12])=[CH:30][CH:31]=2)[CH2:2][CH2:3][CH2:4][CH2:5][CH2:6]1. Given the reactants [CH:1]1([C:7]2[CH:31]=[CH:30][C:10]([C:11]([N:13]3[C:19]4[CH:20]=[CH:21][CH:22]=[CH:23][C:18]=4[CH2:17][N:16]4C(C(O)=O)=[CH:25][CH:26]=[C:15]4[CH2:14]3)=[O:12])=[CH:9][CH:8]=2)[CH2:6][CH2:5][CH2:4][CH2:3][CH2:2]1.[C:32](Cl)(=[O:36])[C:33](Cl)=O.C(N(CC)C(C)C)(C)C.[CH3:47][N:48]1[CH2:53][CH2:52][NH:51][CH2:50][CH2:49]1, predict the reaction product.